This data is from TCR-epitope binding with 47,182 pairs between 192 epitopes and 23,139 TCRs. The task is: Binary Classification. Given a T-cell receptor sequence (or CDR3 region) and an epitope sequence, predict whether binding occurs between them. (1) The epitope is FLNGSCGSV. The TCR CDR3 sequence is CASSLAGGGYEQYF. Result: 1 (the TCR binds to the epitope). (2) The epitope is FVRATATIPI. Result: 0 (the TCR does not bind to the epitope). The TCR CDR3 sequence is CASSLNRVTGELFF. (3) Result: 0 (the TCR does not bind to the epitope). The epitope is FLYNLLTRV. The TCR CDR3 sequence is CSAGQRNTGELFF. (4) The epitope is YFPLQSYGF. The TCR CDR3 sequence is CASTKTREKLYF. Result: 0 (the TCR does not bind to the epitope). (5) The epitope is FLPRVFSAV. The TCR CDR3 sequence is CASSPGLFRTDTQYF. Result: 1 (the TCR binds to the epitope). (6) The epitope is YSEHPTFTSQY. The TCR CDR3 sequence is CASSQEDANEKLFF. Result: 0 (the TCR does not bind to the epitope). (7) The epitope is TLIGDCATV. The TCR CDR3 sequence is CASSPGASIKAADTQYF. Result: 1 (the TCR binds to the epitope). (8) Result: 1 (the TCR binds to the epitope). The epitope is KLNVGDYFV. The TCR CDR3 sequence is CASSLIGRTGELFF.